This data is from Full USPTO retrosynthesis dataset with 1.9M reactions from patents (1976-2016). The task is: Predict the reactants needed to synthesize the given product. (1) The reactants are: [N+:1]([C:4]1[CH:5]=[C:6]2[C:10](=[CH:11][CH:12]=1)[NH:9][N:8]=[C:7]2/[CH:13]=[CH:14]/[C:15]1[CH:16]=[N:17][CH:18]=[CH:19][CH:20]=1)([O-])=O.O.NN. Given the product [NH2:1][C:4]1[CH:5]=[C:6]2[C:10](=[CH:11][CH:12]=1)[NH:9][N:8]=[C:7]2/[CH:13]=[CH:14]/[C:15]1[CH:16]=[N:17][CH:18]=[CH:19][CH:20]=1, predict the reactants needed to synthesize it. (2) The reactants are: [CH:1](NC(C)C)(C)C.C([Li])CCC.[Cl:13][C:14]1[CH:15]=[C:16]([C@H:20]2[CH2:25][C@@H:24]([CH2:26][CH:27]=[CH2:28])[S:23][N:22]([CH:29]([CH3:31])[CH3:30])[C@@H:21]2[C:32]2[CH:37]=[CH:36][C:35]([Cl:38])=[CH:34][CH:33]=2)[CH:17]=[CH:18][CH:19]=1.CI.[Li+].CC([N-]C(C)C)C. Given the product [Cl:13][C:14]1[CH:15]=[C:16]([C@H:20]2[CH2:25][C@:24]([CH3:1])([CH2:26][CH:27]=[CH2:28])[S:23][N:22]([CH:29]([CH3:31])[CH3:30])[C@@H:21]2[C:32]2[CH:33]=[CH:34][C:35]([Cl:38])=[CH:36][CH:37]=2)[CH:17]=[CH:18][CH:19]=1, predict the reactants needed to synthesize it. (3) The reactants are: [Cl:1][C:2]1[C:3]([O:29][C@H:30]2[CH2:35][C:34]([F:37])([F:36])[CH2:33][CH2:32][C@@H:31]2[C:38]2[N:42]([CH3:43])[N:41]=[CH:40][CH:39]=2)=[CH:4][C:5]([F:28])=[C:6]([S:8]([N:11](CC2C=CC(OC)=CC=2OC)[C:12]2[S:13][CH:14]=[N:15][N:16]=2)(=[O:10])=[O:9])[CH:7]=1.C([SiH](CC)CC)C.FC(F)(F)C(O)=O. Given the product [Cl:1][C:2]1[C:3]([O:29][C@H:30]2[CH2:35][C:34]([F:37])([F:36])[CH2:33][CH2:32][C@@H:31]2[C:38]2[N:42]([CH3:43])[N:41]=[CH:40][CH:39]=2)=[CH:4][C:5]([F:28])=[C:6]([S:8]([NH:11][C:12]2[S:13][CH:14]=[N:15][N:16]=2)(=[O:10])=[O:9])[CH:7]=1, predict the reactants needed to synthesize it.